Dataset: Reaction yield outcomes from USPTO patents with 853,638 reactions. Task: Predict the reaction yield, written as a fraction of the theoretical maximum amount of product (1.0 means a 100% yield; for example, 0.34 means a 34% yield). (1) The reactants are [OH:1][C:2]1[CH:3]=[C:4]([N:8]2[CH:13]=[CH:12][C:11](=[O:14])[C:10]([C:15]3[N:19]([C:20]4[CH:25]=[CH:24][CH:23]=[CH:22][CH:21]=4)[N:18]=[CH:17][CH:16]=3)=[N:9]2)[CH:5]=[CH:6][CH:7]=1.Cl[C:27]1[NH:28][C:29]2[CH:35]=[CH:34][CH:33]=[CH:32][C:30]=2[N:31]=1. The catalyst is CCN(CC)CC.C(OCC)(=O)C. The product is [NH:28]1[C:29]2[CH:35]=[CH:34][CH:33]=[CH:32][C:30]=2[N:31]=[C:27]1[O:1][C:2]1[CH:3]=[C:4]([N:8]2[CH:13]=[CH:12][C:11](=[O:14])[C:10]([C:15]3[N:19]([C:20]4[CH:21]=[CH:22][CH:23]=[CH:24][CH:25]=4)[N:18]=[CH:17][CH:16]=3)=[N:9]2)[CH:5]=[CH:6][CH:7]=1. The yield is 0.180. (2) The reactants are [CH3:1][Si](C=[N+]=[N-])(C)C.[Br:8][C:9]1[CH:10]=[CH:11][C:12]([O:17][C:18]2[CH:19]=[CH:20][C:21]3[N:25]=[C:24]([CH2:26][O:27][C:28]4[CH:29]=[C:30]([CH:34]=[CH:35][CH:36]=4)[C:31]([OH:33])=[O:32])[N:23]([CH3:37])[C:22]=3[CH:38]=2)=[N:13][C:14]=1[O:15][CH3:16]. The catalyst is C1(C)C=CC=CC=1.CO. The product is [Br:8][C:9]1[CH:10]=[CH:11][C:12]([O:17][C:18]2[CH:19]=[CH:20][C:21]3[N:25]=[C:24]([CH2:26][O:27][C:28]4[CH:29]=[C:30]([CH:34]=[CH:35][CH:36]=4)[C:31]([O:33][CH3:1])=[O:32])[N:23]([CH3:37])[C:22]=3[CH:38]=2)=[N:13][C:14]=1[O:15][CH3:16]. The yield is 0.490. (3) The reactants are [CH3:1][C:2]1[CH:3]=[C:4](/[CH:8]=[CH:9]/[C:10]([OH:12])=[O:11])[CH:5]=[CH:6][CH:7]=1. The catalyst is C(O)(=O)C. The product is [CH3:1][CH:2]1[CH2:7][CH2:6][CH2:5][CH:4]([CH2:8][CH2:9][C:10]([OH:12])=[O:11])[CH2:3]1. The yield is 0.950. (4) The reactants are [N:1]([C@@H:4]1[CH2:8][C@@H:7]([CH2:9][O:10][Si:11]([C:14]([CH3:17])([CH3:16])[CH3:15])([CH3:13])[CH3:12])[C@@H:6]([O:18][Si:19]([C:22]([CH3:25])([CH3:24])[CH3:23])([CH3:21])[CH3:20])[CH2:5]1)=[N+]=[N-].CCOC(C)=O. The catalyst is [Pd]. The product is [Si:19]([O:18][C@@H:6]1[C@H:7]([CH2:9][O:10][Si:11]([C:14]([CH3:17])([CH3:16])[CH3:15])([CH3:12])[CH3:13])[CH2:8][C@@H:4]([NH2:1])[CH2:5]1)([C:22]([CH3:25])([CH3:24])[CH3:23])([CH3:21])[CH3:20]. The yield is 0.921. (5) The reactants are [Cl:1][C:2]1[CH:3]=[C:4]([C:9]2[S:10][CH:11]=[C:12]([C:15]([CH3:17])=O)[C:13]=2[OH:14])[CH:5]=[CH:6][C:7]=1[Cl:8].[N:18]1[CH:23]=[CH:22][C:21]([CH2:24][CH2:25][CH2:26][NH:27][C:28]([C:30]2[S:31][C:32]([C:35]([NH:37][NH2:38])=[O:36])=[CH:33][CH:34]=2)=[O:29])=[CH:20][CH:19]=1.O. The catalyst is CN(C)C=O. The product is [N:18]1[CH:23]=[CH:22][C:21]([CH2:24][CH2:25][CH2:26][NH:27][C:28]([C:30]2[S:31][C:32]([C:35]([NH:37][N:38]=[C:15]([C:12]3[C:13]([OH:14])=[C:9]([C:4]4[CH:5]=[CH:6][C:7]([Cl:8])=[C:2]([Cl:1])[CH:3]=4)[S:10][CH:11]=3)[CH3:17])=[O:36])=[CH:33][CH:34]=2)=[O:29])=[CH:20][CH:19]=1. The yield is 0.950.